From a dataset of Full USPTO retrosynthesis dataset with 1.9M reactions from patents (1976-2016). Predict the reactants needed to synthesize the given product. (1) Given the product [F:26][C:7]([F:25])([F:6])[C:8]1[CH:24]=[CH:23][CH:22]=[CH:21][C:9]=1[CH2:10][CH:11]1[CH2:16][CH:15]([C:17]([O:19][CH3:20])=[O:18])[CH2:14][CH2:13][N:12]1[C:2]([O:4][CH3:5])=[O:3], predict the reactants needed to synthesize it. The reactants are: Cl[C:2]([O:4][CH3:5])=[O:3].[F:6][C:7]([F:26])([F:25])[C:8]1[CH:24]=[CH:23][CH:22]=[CH:21][C:9]=1[CH2:10][CH:11]1[CH2:16][CH:15]([C:17]([O:19][CH3:20])=[O:18])[CH2:14][CH2:13][NH:12]1.CCN(C(C)C)C(C)C. (2) Given the product [Cl:1][C:2]1[CH:7]=[CH:6][C:5]([CH:8]2[CH2:14][CH2:13][CH2:12][CH2:11][N:10]([C:15]([C:17]3[CH:18]=[C:19]([N:23]([CH3:26])[CH3:24])[N:20]=[N:21][CH:22]=3)=[O:16])[CH2:9]2)=[CH:4][CH:3]=1, predict the reactants needed to synthesize it. The reactants are: [Cl:1][C:2]1[CH:7]=[CH:6][C:5]([CH:8]2[CH2:14][CH2:13][CH2:12][CH2:11][N:10]([C:15]([C:17]3[CH:18]=[C:19]([NH:23][CH3:24])[N:20]=[N:21][CH:22]=3)=[O:16])[CH2:9]2)=[CH:4][CH:3]=1.Cl[C:26]1C=CC(C2CCCCN(C(C3C=C(Cl)N=NC=3)=O)C2)=CC=1.CNC. (3) Given the product [Cl:4][C:5]1[CH:6]=[C:7]([C@@H:15]([CH2:26][CH:27]2[CH2:32][CH2:31][C:30](=[N:2][OH:3])[CH2:29][CH2:28]2)[C:16]([NH:18][C:19]2[CH:24]=[N:23][C:22]([CH3:25])=[CH:21][N:20]=2)=[O:17])[CH:8]=[CH:9][C:10]=1[S:11]([CH3:14])(=[O:13])=[O:12], predict the reactants needed to synthesize it. The reactants are: Cl.[NH2:2][OH:3].[Cl:4][C:5]1[CH:6]=[C:7]([C@@H:15]([CH2:26][CH:27]2[CH2:32][CH2:31][C:30](=O)[CH2:29][CH2:28]2)[C:16]([NH:18][C:19]2[CH:24]=[N:23][C:22]([CH3:25])=[CH:21][N:20]=2)=[O:17])[CH:8]=[CH:9][C:10]=1[S:11]([CH3:14])(=[O:13])=[O:12]. (4) Given the product [F:13][C:12]([F:14])([F:15])[CH2:11][NH:10][C:5]1[C:4]([NH2:1])=[CH:9][CH:8]=[CH:7][CH:6]=1, predict the reactants needed to synthesize it. The reactants are: [N+:1]([C:4]1[CH:9]=[CH:8][CH:7]=[CH:6][C:5]=1[NH:10][CH2:11][C:12]([F:15])([F:14])[F:13])([O-])=O.C([O-])=O.[NH4+].